This data is from Full USPTO retrosynthesis dataset with 1.9M reactions from patents (1976-2016). The task is: Predict the reactants needed to synthesize the given product. (1) Given the product [NH2:19][C:4]1[CH:3]=[C:2]([Cl:1])[C:12]2[CH2:11][CH2:10][N:9]([C:13](=[O:18])[C:14]([F:17])([F:15])[F:16])[CH2:8][CH2:7][C:6]=2[CH:5]=1, predict the reactants needed to synthesize it. The reactants are: [Cl:1][C:2]1[C:12]2[CH2:11][CH2:10][N:9]([C:13](=[O:18])[C:14]([F:17])([F:16])[F:15])[CH2:8][CH2:7][C:6]=2[CH:5]=[C:4]([N+:19]([O-])=O)[CH:3]=1.OO.C1(C)C=CC=CC=1. (2) Given the product [NH2:17][C:4]1[CH:3]=[C:2]([Br:1])[CH:7]=[CH:6][C:5]=1[N:8]1[CH2:13][CH2:12][N:11]([C:14](=[O:16])[CH3:15])[CH2:10][CH2:9]1, predict the reactants needed to synthesize it. The reactants are: [Br:1][C:2]1[CH:7]=[CH:6][C:5]([N:8]2[CH2:13][CH2:12][N:11]([C:14](=[O:16])[CH3:15])[CH2:10][CH2:9]2)=[C:4]([N+:17]([O-])=O)[CH:3]=1.O.[NH4+].[Cl-]. (3) Given the product [CH3:1][O:2][C:3]1[CH:4]=[C:5]([C:11]2[CH:12]=[N:13][CH:14]=[C:15]([C:18]=2[NH:30][C:27]2[CH:28]=[CH:29][C:21]([CH3:20])=[C:22]3[C:26]=2[NH:25][CH:24]=[CH:23]3)[C:16]#[N:17])[CH:6]=[CH:7][C:8]=1[O:9][CH3:10], predict the reactants needed to synthesize it. The reactants are: [CH3:1][O:2][C:3]1[CH:4]=[C:5]([C:11]2[CH:12]=[N:13][CH:14]=[C:15]([C:18]=2Cl)[C:16]#[N:17])[CH:6]=[CH:7][C:8]=1[O:9][CH3:10].[CH3:20][C:21]1[CH:29]=[CH:28][C:27]([NH2:30])=[C:26]2[C:22]=1[CH:23]=[CH:24][NH:25]2.[NH4+].[OH-].